This data is from Full USPTO retrosynthesis dataset with 1.9M reactions from patents (1976-2016). The task is: Predict the reactants needed to synthesize the given product. (1) Given the product [CH:25]([Si:10]([CH:7]([CH3:9])[CH3:8])([CH:22]([CH3:24])[CH3:23])[O:11][C:12]1[CH:13]=[CH:14][C:15](/[C:18](/[N:1]2[CH2:6][CH2:5][O:4][CH2:3][CH2:2]2)=[CH:19]\[CH3:20])=[CH:16][CH:17]=1)([CH3:27])[CH3:26], predict the reactants needed to synthesize it. The reactants are: [NH:1]1[CH2:6][CH2:5][O:4][CH2:3][CH2:2]1.[CH:7]([Si:10]([CH:25]([CH3:27])[CH3:26])([CH:22]([CH3:24])[CH3:23])[O:11][C:12]1[CH:17]=[CH:16][C:15]([C:18](=O)[CH2:19][CH3:20])=[CH:14][CH:13]=1)([CH3:9])[CH3:8]. (2) Given the product [CH2:20]([N:27]1[CH2:31][CH2:30][N:29]([C:32]2[S:33][C:34]([C:38]([NH:14][CH2:13][C:12]3[CH:15]=[C:16]([F:19])[CH:17]=[CH:18][C:11]=3[F:10])=[O:39])=[C:35]([CH3:37])[N:36]=2)[C:28]1=[O:41])[C:21]1[CH:26]=[CH:25][CH:24]=[CH:23][CH:22]=1, predict the reactants needed to synthesize it. The reactants are: FC1C=CC(CN)=CC=1.[F:10][C:11]1[CH:18]=[CH:17][C:16]([F:19])=[CH:15][C:12]=1[CH2:13][NH2:14].[CH2:20]([N:27]1[CH2:31][CH2:30][N:29]([C:32]2[S:33][C:34]([C:38](O)=[O:39])=[C:35]([CH3:37])[N:36]=2)[C:28]1=[O:41])[C:21]1[CH:26]=[CH:25][CH:24]=[CH:23][CH:22]=1. (3) Given the product [CH3:51][C:52]([NH:56][C:10](=[O:12])[C:9]1[CH:13]=[CH:14][C:15]([C:17]([F:20])([F:19])[F:18])=[N:16][C:8]=1[NH:7][CH:4]1[CH2:3][CH2:2][O:1][CH2:6][CH2:5]1)([C:54]#[CH:55])[CH3:53], predict the reactants needed to synthesize it. The reactants are: [O:1]1[CH2:6][CH2:5][CH:4]([NH:7][C:8]2[N:16]=[C:15]([C:17]([F:20])([F:19])[F:18])[CH:14]=[CH:13][C:9]=2[C:10]([OH:12])=O)[CH2:3][CH2:2]1.CCN=C=NCCCN(C)C.C1C=CC2N(O)N=NC=2C=1.CCN(C(C)C)C(C)C.[CH3:51][C:52]([NH2:56])([C:54]#[CH:55])[CH3:53]. (4) Given the product [NH:5]1[CH:6]=[C:2]([C:31]2[CH:36]=[N:35][CH:34]=[CH:33][N:32]=2)[N:3]=[CH:4]1, predict the reactants needed to synthesize it. The reactants are: I[C:2]1[N:3]=[CH:4][N:5](C(C2C=CC=CC=2)(C2C=CC=CC=2)C2C=CC=CC=2)[CH:6]=1.C([Mg]Br)C.Br[C:31]1[N:32]=[CH:33][CH:34]=[N:35][CH:36]=1. (5) Given the product [Cl:1][C:2]1[CH:13]=[C:6]([C:7]([C:22]2[CH:27]=[CH:26][C:25]([F:28])=[CH:24][CH:23]=2)=[O:8])[CH:5]=[N:4][C:3]=1[O:14][CH3:15], predict the reactants needed to synthesize it. The reactants are: [Cl:1][C:2]1[C:3]([O:14][CH3:15])=[N:4][CH:5]=[C:6]([CH:13]=1)[C:7](N(OC)C)=[O:8].[Li]CCCC.Br[C:22]1[CH:27]=[CH:26][C:25]([F:28])=[CH:24][CH:23]=1. (6) Given the product [N:29]1([C:7]2[N:6]=[CH:5][C:4]([O:9][C:10]3[CH:15]=[CH:14][C:13]([S:16]([NH:19][C:20]4[CH:25]=[CH:24][C:23]([F:26])=[CH:22][N:21]=4)(=[O:18])=[O:17])=[CH:12][C:11]=3[C:27]#[N:28])=[CH:3][C:2]=2[Cl:1])[CH2:32][CH2:31][CH2:30]1, predict the reactants needed to synthesize it. The reactants are: [Cl:1][C:2]1[CH:3]=[C:4]([O:9][C:10]2[CH:15]=[CH:14][C:13]([S:16]([NH:19][C:20]3[CH:25]=[CH:24][C:23]([F:26])=[CH:22][N:21]=3)(=[O:18])=[O:17])=[CH:12][C:11]=2[C:27]#[N:28])[CH:5]=[N:6][C:7]=1F.[NH:29]1[CH2:32][CH2:31][CH2:30]1.C(=O)([O-])[O-].[K+].[K+]. (7) Given the product [NH2:1][C@H:2]([C:6]([O:53][CH2:52][C:45]1[N:46]([CH2:47][C:48]([OH:50])([CH3:49])[CH3:51])[C:42]2[C:41]3[CH:40]=[CH:39][CH:38]=[CH:37][C:36]=3[N:35]=[C:34]([NH2:33])[C:43]=2[N:44]=1)=[O:7])[CH:3]([CH3:5])[CH3:4], predict the reactants needed to synthesize it. The reactants are: [NH2:1][C@H:2]([C:6](OCC1N(CCCCNS(C)(=O)=O)C2C3C=CC=CC=3N=C(N)C=2N=1)=[O:7])[CH:3]([CH3:5])[CH3:4].[NH2:33][C:34]1[C:43]2[N:44]=[C:45]([CH2:52][OH:53])[N:46]([CH2:47][C:48]([CH3:51])([OH:50])[CH3:49])[C:42]=2[C:41]2[CH:40]=[CH:39][CH:38]=[CH:37][C:36]=2[N:35]=1.NC1C2N=C(CO)N(CCCCNS(C)(=O)=O)C=2C2C=CC=CC=2N=1. (8) Given the product [CH3:27][O:16]/[C:15](/[C:17]1[CH:18]=[CH:19][N:20]=[CH:21][CH:22]=1)=[CH:14]\[N:6]1[C:7]2[CH:8]=[CH:9][C:10]([CH3:13])=[CH:11][C:12]=2[C:4]2[CH2:3][N:2]([CH3:1])[CH2:24][CH2:23][C:5]1=2, predict the reactants needed to synthesize it. The reactants are: [CH3:1][N:2]1[CH2:24][CH2:23][C:5]2[N:6]([CH2:14][C:15]([C:17]3[CH:22]=[CH:21][N:20]=[CH:19][CH:18]=3)=[O:16])[C:7]3[CH:8]=[CH:9][C:10]([CH3:13])=[CH:11][C:12]=3[C:4]=2[CH2:3]1.[H-].[Na+].[CH3:27]I. (9) The reactants are: [Br:1][C:2]1[CH:10]=[C:9]([F:11])[C:8]([CH3:12])=[CH:7][C:3]=1[C:4]([OH:6])=[O:5].[Br:13]N1C(=O)CCC1=O.[O-]S([O-])(=S)=O.[Na+].[Na+]. Given the product [Br:1][C:2]1[CH:10]=[C:9]([F:11])[C:8]([CH2:12][Br:13])=[CH:7][C:3]=1[C:4]([OH:6])=[O:5], predict the reactants needed to synthesize it.